This data is from Forward reaction prediction with 1.9M reactions from USPTO patents (1976-2016). The task is: Predict the product of the given reaction. (1) Given the reactants [F:1][C:2]1[CH:7]=[CH:6][C:5]([CH2:8][CH2:9][N:10]2[CH:14]=[CH:13][C:12]([C:15]3[S:16][C:17]([C:21]([OH:23])=O)=[C:18]([CH3:20])[N:19]=3)=[N:11]2)=[CH:4][CH:3]=1.[N:24]1[CH:29]=[CH:28][CH:27]=[C:26]([NH2:30])[CH:25]=1, predict the reaction product. The product is: [N:24]1[CH:29]=[CH:28][CH:27]=[C:26]([NH:30][C:21]([C:17]2[S:16][C:15]([C:12]3[CH:13]=[CH:14][N:10]([CH2:9][CH2:8][C:5]4[CH:4]=[CH:3][C:2]([F:1])=[CH:7][CH:6]=4)[N:11]=3)=[N:19][C:18]=2[CH3:20])=[O:23])[CH:25]=1. (2) Given the reactants CS[C:3]1[N:8]=[C:7]([N:9]2[C:13]3[CH:14]=[CH:15][CH:16]=[CH:17][C:12]=3[N:11]=[N:10]2)[CH:6]=[CH:5][N:4]=1.[CH:18]1C=C(Cl)C=C(C(OO)=O)C=1.[S:29]([O-:33])([O-])(=[O:31])=S.[Na+].[Na+], predict the reaction product. The product is: [CH3:18][S:29]([C:3]1[N:8]=[C:7]([N:9]2[C:13]3[CH:14]=[CH:15][CH:16]=[CH:17][C:12]=3[N:11]=[N:10]2)[CH:6]=[CH:5][N:4]=1)(=[O:33])=[O:31]. (3) Given the reactants [Cl:1][C:2]1[CH:30]=[C:29]([Cl:31])[CH:28]=[CH:27][C:3]=1[CH2:4][O:5][CH2:6][C@H:7]1[O:11][CH:10]([O:12]C)[C@:9]([C:15]#[CH:16])([OH:14])[C@@H:8]1[O:17][CH2:18][C:19]1[CH:24]=[CH:23][C:22]([Cl:25])=[CH:21][C:20]=1[Cl:26].C(O)(C(F)(F)F)=O, predict the reaction product. The product is: [Cl:1][C:2]1[CH:30]=[C:29]([Cl:31])[CH:28]=[CH:27][C:3]=1[CH2:4][O:5][CH2:6][C@H:7]1[O:11][CH:10]([OH:12])[C@:9]([C:15]#[CH:16])([OH:14])[C@@H:8]1[O:17][CH2:18][C:19]1[CH:24]=[CH:23][C:22]([Cl:25])=[CH:21][C:20]=1[Cl:26]. (4) Given the reactants [CH2:1]=[CH:2][C:3]1[CH:8]=[CH:7][CH:6]=[CH:5][CH:4]=1.[C:9](#[N:12])[CH:10]=[CH2:11].CC(C(C(C(S)(C)C)(C)C)(C)C)C.C(OOC(=O)C1C=CC=CC=1)(=O)C1C=CC=CC=1.CC(C(OOC(C)(C)C)=O)(C)C.C=CN1C(=O)CCC1, predict the reaction product. The product is: [CH2:11]=[CH:10][C:9]#[N:12].[CH2:1]=[CH:2][C:3]1[CH:8]=[CH:7][CH:6]=[CH:5][CH:4]=1. (5) Given the reactants [N:1]1([CH2:8][CH2:9][OH:10])[CH2:7][CH2:6][CH2:5][NH:4][CH2:3][CH2:2]1.[I:11][C:12]1[CH:20]=[CH:19][C:15]([C:16](Cl)=[O:17])=[CH:14][CH:13]=1, predict the reaction product. The product is: [OH:10][CH2:9][CH2:8][N:1]1[CH2:7][CH2:6][CH2:5][N:4]([C:16]([C:15]2[CH:19]=[CH:20][C:12]([I:11])=[CH:13][CH:14]=2)=[O:17])[CH2:3][CH2:2]1.